Dataset: Full USPTO retrosynthesis dataset with 1.9M reactions from patents (1976-2016). Task: Predict the reactants needed to synthesize the given product. (1) Given the product [C:1]([C:3]1[CH:4]=[C:5]([CH:10]=[CH:11][C:12]=1[O:13][CH:14]([CH3:16])[CH3:15])[C:6]([OH:8])=[O:7])#[N:2], predict the reactants needed to synthesize it. The reactants are: [C:1]([C:3]1[CH:4]=[C:5]([CH:10]=[CH:11][C:12]=1[O:13][CH:14]([CH3:16])[CH3:15])[C:6]([O:8]C)=[O:7])#[N:2].[OH-].[Na+].O. (2) Given the product [NH2:1][C:2]1[CH:11]=[CH:10][CH:9]=[C:8]2[C:3]=1[CH:4]=[CH:5][C:6]([O:12][C:16]1[CH:21]=[CH:20][N:19]=[C:18]([C:22]([NH:24][CH3:25])=[O:23])[CH:17]=1)=[CH:7]2, predict the reactants needed to synthesize it. The reactants are: [NH2:1][C:2]1[CH:11]=[CH:10][CH:9]=[C:8]2[C:3]=1[CH:4]=[CH:5][C:6]([OH:12])=[CH:7]2.[H-].[Na+].Cl[C:16]1[CH:21]=[CH:20][N:19]=[C:18]([C:22]([NH:24][CH3:25])=[O:23])[CH:17]=1. (3) Given the product [Br:1][C:2]1[CH:15]=[C:14]2[C:5]([O:6][CH2:7][CH2:8][N:9]3[C:13]2=[N:12][C:11]([C:16]2[N:27]([CH:24]([CH3:26])[CH3:25])[N:20]=[CH:19][N:18]=2)=[CH:10]3)=[CH:4][CH:3]=1, predict the reactants needed to synthesize it. The reactants are: [Br:1][C:2]1[CH:15]=[C:14]2[C:5]([O:6][CH2:7][CH2:8][N:9]3[C:13]2=[N:12][C:11]([C:16](/[N:18]=[CH:19]/[N:20](C)C)=O)=[CH:10]3)=[CH:4][CH:3]=1.Cl.[CH:24]([NH:27]N)([CH3:26])[CH3:25]. (4) Given the product [Br:1][C:2]1[CH:3]=[CH:4][CH:5]=[C:6]2[C:10]=1[CH:9]([O:11][C:35]1[CH:36]=[CH:37][C:32]([Cl:31])=[CH:33][CH:34]=1)[CH2:8][CH2:7]2, predict the reactants needed to synthesize it. The reactants are: [Br:1][C:2]1[CH:3]=[CH:4][CH:5]=[C:6]2[C:10]=1[CH:9]([OH:11])[CH:8]=[CH:7]2.C1(P(C2C=CC=CC=2)C2C=CC=CC=2)C=CC=CC=1.[Cl:31][C:32]1[CH:37]=[CH:36][C:35](O)=[CH:34][CH:33]=1.N(C(OCC)=O)=NC(OCC)=O. (5) Given the product [CH3:24][O:23][C:17]1[CH:16]=[C:15]([CH2:14][C:13]([N:10]2[CH2:11][CH2:12][C:8]([C:5]3[CH:4]=[CH:3][C:2]([NH:1][C:26](=[O:29])[CH2:27][CH3:28])=[CH:7][CH:6]=3)=[N:9]2)=[O:25])[CH:20]=[CH:19][C:18]=1[O:21][CH3:22], predict the reactants needed to synthesize it. The reactants are: [NH2:1][C:2]1[CH:7]=[CH:6][C:5]([C:8]2[CH2:12][CH2:11][N:10]([C:13](=[O:25])[CH2:14][C:15]3[CH:20]=[CH:19][C:18]([O:21][CH3:22])=[C:17]([O:23][CH3:24])[CH:16]=3)[N:9]=2)=[CH:4][CH:3]=1.[C:26](Cl)(=[O:29])[CH2:27][CH3:28]. (6) The reactants are: [F-].[Cs+].Br[C:4]1[C:13]2[O:12][CH2:11][CH:10]([C:14]3[C:15]([C:20]#[N:21])=[N:16][CH:17]=[CH:18][CH:19]=3)[N:9]3[C:22](=[O:24])[NH:23][C:7]([C:8]=23)=[CH:6][CH:5]=1.[CH3:25][C:26]1[C:30](B(O)O)=[C:29]([CH3:34])[O:28][N:27]=1.C(O)CCC. Given the product [CH3:25][C:26]1[C:30]([C:4]2[C:13]3[O:12][CH2:11][CH:10]([C:14]4[C:15]([C:20]#[N:21])=[N:16][CH:17]=[CH:18][CH:19]=4)[N:9]4[C:22](=[O:24])[NH:23][C:7]([C:8]=34)=[CH:6][CH:5]=2)=[C:29]([CH3:34])[O:28][N:27]=1, predict the reactants needed to synthesize it.